Dataset: CYP1A2 inhibition data for predicting drug metabolism from PubChem BioAssay. Task: Regression/Classification. Given a drug SMILES string, predict its absorption, distribution, metabolism, or excretion properties. Task type varies by dataset: regression for continuous measurements (e.g., permeability, clearance, half-life) or binary classification for categorical outcomes (e.g., BBB penetration, CYP inhibition). Dataset: cyp1a2_veith. (1) The compound is CCCCC1(COC(=O)CCC(=O)O)C(=O)N(c2ccccc2)N(c2ccccc2)C1=O. The result is 0 (non-inhibitor). (2) The result is 1 (inhibitor). The drug is Cc1cccc(CNc2nc(-c3c(C)noc3C)nc3ccccc23)c1. (3) The result is 0 (non-inhibitor). The molecule is CC(=O)Nc1ccc2nc(C3CCCCC3)[nH]c2c1. (4) The molecule is COc1ccccc1C(=O)NCCn1cc(SCC(=O)Nc2nnc(C)s2)c2ccccc21. The result is 1 (inhibitor). (5) The compound is CCNc1ncc2nc(CCc3ccccc3)c(=O)n(C[C@H]3CCCO3)c2n1. The result is 1 (inhibitor). (6) The compound is CN1CCCC2(CCN(C(=O)c3cc(C(F)(F)F)cc(C(F)(F)F)c3)CC2)C1. The result is 0 (non-inhibitor).